Dataset: Forward reaction prediction with 1.9M reactions from USPTO patents (1976-2016). Task: Predict the product of the given reaction. (1) Given the reactants [CH3:1][C:2]1[S:3][C:4]2[CH:10]=[C:9]3[C:11]4([CH2:21][O:22][C:8]3=[CH:7][C:5]=2[N:6]=1)[C:19]1[C:14](=[CH:15][CH:16]=[CH:17][CH:18]=1)[NH:13][C:12]4=[O:20].CC1C2C=C3C4([C:43]5[C:38](=[CH:39][CH:40]=[CH:41][CH:42]=5)[NH:37]C4=O)COC3=CC=2ON=1.Br.BrCC1C=CC=CN=1.BrCC1OC(C(F)(F)F)=CC=1, predict the reaction product. The product is: [CH3:1][C:2]1[S:3][C:4]2[CH:10]=[C:9]3[C:11]4([CH2:21][O:22][C:8]3=[CH:7][C:5]=2[N:6]=1)[C:19]1[C:14](=[CH:15][CH:16]=[CH:17][CH:18]=1)[N:13]([CH2:39][C:38]1[CH:43]=[CH:42][CH:41]=[CH:40][N:37]=1)[C:12]4=[O:20]. (2) Given the reactants COC1C=CC(P2(SP(C3C=CC(OC)=CC=3)(=S)S2)=[S:10])=CC=1.[F:23][C:24]1([F:55])[C:53](=O)[NH:52][C:26]2([C:39]3[CH:38]=[C:37]([O:40][CH2:41][C:42]([CH3:45])([CH3:44])[CH3:43])[CH:36]=[CH:35][C:34]=3[O:33][C:32]3[C:27]2=[CH:28][C:29]([C:46]2[CH:47]=[N:48][CH:49]=[N:50][CH:51]=2)=[CH:30][CH:31]=3)[CH2:25]1, predict the reaction product. The product is: [F:23][C:24]1([F:55])[C:53](=[S:10])[NH:52][C:26]2([C:39]3[CH:38]=[C:37]([O:40][CH2:41][C:42]([CH3:45])([CH3:44])[CH3:43])[CH:36]=[CH:35][C:34]=3[O:33][C:32]3[C:27]2=[CH:28][C:29]([C:46]2[CH:47]=[N:48][CH:49]=[N:50][CH:51]=2)=[CH:30][CH:31]=3)[CH2:25]1. (3) The product is: [CH:30]1([CH2:29][O:28][C:22]2[CH:23]=[CH:24][C:25]([CH3:27])=[CH:26][C:21]=2[C:20]2[CH:19]=[CH:18][N:17]=[C:16]3[C:12]([C:10]([NH:9][C@H:6]4[CH2:7][CH2:8][C@H:3]([NH:2][C:37](=[O:38])[CH2:36][O:35][CH3:34])[CH2:4][CH2:5]4)=[O:11])=[C:13]([CH3:33])[NH:14][C:15]=23)[CH2:31][CH2:32]1. Given the reactants Cl.[NH2:2][C@H:3]1[CH2:8][CH2:7][C@H:6]([NH:9][C:10]([C:12]2[C:16]3=[N:17][CH:18]=[CH:19][C:20]([C:21]4[CH:26]=[C:25]([CH3:27])[CH:24]=[CH:23][C:22]=4[O:28][CH2:29][CH:30]4[CH2:32][CH2:31]4)=[C:15]3[NH:14][C:13]=2[CH3:33])=[O:11])[CH2:5][CH2:4]1.[CH3:34][O:35][CH2:36][C:37](Cl)=[O:38], predict the reaction product. (4) Given the reactants [CH:1]1([CH2:7][N:8]2[C:15]([NH2:16])=[C:14]([NH2:17])[C:12](=[O:13])[N:11]([CH2:18][CH:19]3[CH2:24][CH2:23][CH2:22][CH2:21][CH2:20]3)[C:9]2=[O:10])[CH2:6][CH2:5][CH2:4][CH2:3][CH2:2]1.C[O:26][C:27]([C:29]1[CH:30]=[CH:31][C:32]([C:35](O)=O)=[N:33][CH:34]=1)=[O:28].C(N(C(C)C)CC)(C)C, predict the reaction product. The product is: [CH:19]1([CH2:18][N:11]2[C:12](=[O:13])[C:14]3[N:17]=[C:35]([C:32]4[CH:31]=[CH:30][C:29]([C:27]([OH:28])=[O:26])=[CH:34][N:33]=4)[NH:16][C:15]=3[N:8]([CH2:7][CH:1]3[CH2:2][CH2:3][CH2:4][CH2:5][CH2:6]3)[C:9]2=[O:10])[CH2:24][CH2:23][CH2:22][CH2:21][CH2:20]1. (5) Given the reactants [CH2:1]([N:8]1[C:13](=[O:14])[CH:12]=[CH:11][C:10]([CH2:15][C:16]2[C:24]3[C:19](=[CH:20][CH:21]=[C:22]([Cl:25])[CH:23]=3)[N:18]([CH2:26][C:27]([O:29]C)=[O:28])[C:17]=2[CH3:31])=[N:9]1)[C:2]1[CH:7]=[CH:6][CH:5]=[CH:4][CH:3]=1.C1COCC1.[OH-].[Li+].Cl, predict the reaction product. The product is: [CH2:1]([N:8]1[C:13](=[O:14])[CH:12]=[CH:11][C:10]([CH2:15][C:16]2[C:24]3[C:19](=[CH:20][CH:21]=[C:22]([Cl:25])[CH:23]=3)[N:18]([CH2:26][C:27]([OH:29])=[O:28])[C:17]=2[CH3:31])=[N:9]1)[C:2]1[CH:7]=[CH:6][CH:5]=[CH:4][CH:3]=1. (6) Given the reactants Cl[C:2]1[N:7]=[C:6]([Cl:8])[C:5]([CH2:9][CH:10]=O)=[CH:4][N:3]=1.[NH2:12][CH:13]1[CH2:16][C:15]([CH2:18][OH:19])([OH:17])[CH2:14]1.CCN(C(C)C)C(C)C.C(O)(C(F)(F)F)=O.C([O-])(O)=O.[Na+], predict the reaction product. The product is: [Cl:8][C:6]1[C:5]2[CH:9]=[CH:10][N:12]([CH:13]3[CH2:16][C:15]([CH2:18][OH:19])([OH:17])[CH2:14]3)[C:4]=2[N:3]=[CH:2][N:7]=1. (7) Given the reactants [CH3:1][N:2]1[CH:6]=[C:5]([C:7]([OH:9])=O)[N:4]=[C:3]1[C:10]1[CH:11]=[N:12][N:13]([CH3:15])[CH:14]=1.[NH2:16][C@@H:17]([CH3:33])[CH2:18][N:19]1[CH:23]=[CH:22][C:21]([C:24]2[CH:31]=[CH:30][C:27]([C:28]#[N:29])=[C:26]([Cl:32])[CH:25]=2)=[N:20]1, predict the reaction product. The product is: [Cl:32][C:26]1[CH:25]=[C:24]([C:21]2[CH:22]=[CH:23][N:19]([CH2:18][C@@H:17]([NH:16][C:7]([C:5]3[N:4]=[C:3]([C:10]4[CH:11]=[N:12][N:13]([CH3:15])[CH:14]=4)[N:2]([CH3:1])[CH:6]=3)=[O:9])[CH3:33])[N:20]=2)[CH:31]=[CH:30][C:27]=1[C:28]#[N:29]. (8) Given the reactants [NH2:1][C@H:2]([C:7]([N:9]1[CH2:19][CH2:18][CH2:17][C@H:10]1[C:11]([O:13][CH2:14][CH:15]=[CH2:16])=[O:12])=[O:8])[C:3]([CH3:6])([CH3:5])[CH3:4].FC(C(O)=O)(F)F.[NH:27]([C:40]([O:42][CH2:43][C:44]1[CH:49]=[CH:48][CH:47]=[CH:46][CH:45]=1)=[O:41])[C@H:28]([C:37](O)=[O:38])[CH2:29][C:30](=[O:36])[O:31][C:32]([CH3:35])([CH3:34])[CH3:33], predict the reaction product. The product is: [NH:27]([C:40]([O:42][CH2:43][C:44]1[CH:49]=[CH:48][CH:47]=[CH:46][CH:45]=1)=[O:41])[C@H:28]([C:37]([NH:1][C@H:2]([C:7]([N:9]1[CH2:19][CH2:18][CH2:17][C@H:10]1[C:11]([O:13][CH2:14][CH:15]=[CH2:16])=[O:12])=[O:8])[C:3]([CH3:5])([CH3:6])[CH3:4])=[O:38])[CH2:29][C:30](=[O:36])[O:31][C:32]([CH3:33])([CH3:35])[CH3:34]. (9) Given the reactants [Cl:1][C:2]1[C:7]([C:8]([O-:10])=[O:9])=[CH:6][C:5]([F:11])=[C:4](Cl)[N:3]=1.[CH3:13][N:14]1[CH2:19][CH2:18][NH:17][CH2:16][CH2:15]1.[CH2:20](N(CC)CC)[CH3:21], predict the reaction product. The product is: [Cl:1][C:2]1[C:7]([C:8]([O:10][CH2:20][CH3:21])=[O:9])=[CH:6][C:5]([F:11])=[C:4]([N:17]2[CH2:18][CH2:19][N:14]([CH3:13])[CH2:15][CH2:16]2)[N:3]=1. (10) The product is: [CH:23]1([CH2:29][C:30]([N:20]2[CH2:21][CH2:22][CH:17]([C@H:15]3[CH2:16][C@H:14]3[CH2:13][CH2:12][O:11][C:8]3[CH:7]=[CH:6][C:5]([S:2]([CH3:1])(=[O:3])=[O:4])=[CH:10][N:9]=3)[CH2:18][CH2:19]2)=[O:31])[CH2:28][CH2:27][CH2:26][CH2:25][CH2:24]1. Given the reactants [CH3:1][S:2]([C:5]1[CH:6]=[CH:7][C:8]([O:11][CH2:12][CH2:13][C@@H:14]2[CH2:16][C@@H:15]2[CH:17]2[CH2:22][CH2:21][NH:20][CH2:19][CH2:18]2)=[N:9][CH:10]=1)(=[O:4])=[O:3].[CH:23]1([CH2:29][C:30](O)=[O:31])[CH2:28][CH2:27][CH2:26][CH2:25][CH2:24]1.CCN=C=NCCCN(C)C.Cl.C1C=CC2N(O)N=NC=2C=1.C(N(C(C)C)CC)(C)C, predict the reaction product.